This data is from Forward reaction prediction with 1.9M reactions from USPTO patents (1976-2016). The task is: Predict the product of the given reaction. (1) Given the reactants [H-].[Al+3].[Li+].[H-].[H-].[H-].C([O:9][C:10](=O)[C@H:11]([O:13][C:14]1[CH:19]=[CH:18][C:17]([F:20])=[CH:16][CH:15]=1)[CH3:12])C.[H-].Cl, predict the reaction product. The product is: [F:20][C:17]1[CH:18]=[CH:19][C:14]([O:13][C@H:11]([CH3:12])[CH2:10][OH:9])=[CH:15][CH:16]=1. (2) Given the reactants [H-].C([Al+]CC(C)C)C(C)C.[F:11][C:12]1[CH:22]=[CH:21][C:15]([O:16][CH2:17][C@@H:18]([NH2:20])[CH3:19])=[C:14]([CH:23]([CH3:28])[C:24]([F:27])([F:26])[F:25])[CH:13]=1.[CH3:29][C:30]1[N:31]=[CH:32][N:33]([C:35]2[C:44](=[O:45])[N:43]3[C:38]([C:39](=[O:46])[O:40][CH2:41][CH2:42]3)=[CH:37][CH:36]=2)[CH:34]=1, predict the reaction product. The product is: [F:11][C:12]1[CH:22]=[CH:21][C:15]([O:16][CH2:17][C@@H:18]([NH:20][C:39]([C:38]2[N:43]([CH2:42][CH2:41][OH:40])[C:44](=[O:45])[C:35]([N:33]3[CH:34]=[C:30]([CH3:29])[N:31]=[CH:32]3)=[CH:36][CH:37]=2)=[O:46])[CH3:19])=[C:14]([CH:23]([CH3:28])[C:24]([F:25])([F:26])[F:27])[CH:13]=1. (3) Given the reactants [CH:1]1([C:4]([OH:6])=O)[CH2:3][CH2:2]1.[CH:7]1([CH2:10][NH2:11])[CH2:9][CH2:8]1.Cl.CN(C)CCCN=C=NCC.ON1C2C=CC=CC=2N=N1, predict the reaction product. The product is: [CH:7]1([CH2:10][NH:11][C:4]([CH:1]2[CH2:3][CH2:2]2)=[O:6])[CH2:9][CH2:8]1.